Dataset: Peptide-MHC class II binding affinity with 134,281 pairs from IEDB. Task: Regression. Given a peptide amino acid sequence and an MHC pseudo amino acid sequence, predict their binding affinity value. This is MHC class II binding data. The peptide sequence is MVGTILEMLGTRLDQ. The MHC is HLA-DPA10201-DPB10101 with pseudo-sequence HLA-DPA10201-DPB10101. The binding affinity (normalized) is 0.348.